This data is from Catalyst prediction with 721,799 reactions and 888 catalyst types from USPTO. The task is: Predict which catalyst facilitates the given reaction. (1) Reactant: [C:1]1([S:7](Cl)(=[O:9])=[O:8])[CH:6]=[CH:5][CH:4]=[CH:3][CH:2]=1.[CH3:11][O:12][C:13]1[CH:18]=[CH:17][N:16]=[C:15]([CH2:19][CH2:20][C:21]2[NH:36][C:24]3=[N:25][CH:26]=[C:27]([C:29]4[CH:34]=[CH:33][C:32]([NH2:35])=[CH:31][CH:30]=4)[CH:28]=[C:23]3[N:22]=2)[CH:14]=1. Product: [CH3:11][O:12][C:13]1[CH:18]=[CH:17][N:16]=[C:15]([CH2:19][CH2:20][C:21]2[NH:36][C:24]3=[N:25][CH:26]=[C:27]([C:29]4[CH:34]=[CH:33][C:32]([NH:35][S:7]([C:1]5[CH:6]=[CH:5][CH:4]=[CH:3][CH:2]=5)(=[O:9])=[O:8])=[CH:31][CH:30]=4)[CH:28]=[C:23]3[N:22]=2)[CH:14]=1. The catalyst class is: 17. (2) Reactant: [CH2:1]([Cl:8])[C:2]1[CH:7]=[CH:6][CH:5]=[CH:4][CH:3]=1.[CH2:9](O)[CH3:10]. Product: [CH:9]([CH:1]([Cl:8])[C:2]1[CH:7]=[CH:6][CH:5]=[CH:4][CH:3]=1)=[CH2:10]. The catalyst class is: 3. (3) Reactant: Br[C:2]1[CH:7]=[CH:6][C:5]([Cl:8])=[C:4]([O:9][CH:10]([CH3:12])[CH3:11])[CH:3]=1.[Cl-].[C:14]([O:18][C:19](=[O:22])[CH2:20][Zn+])([CH3:17])([CH3:16])[CH3:15].CCOCC. Product: [C:14]([O:18][C:19](=[O:22])[CH2:20][C:2]1[CH:7]=[CH:6][C:5]([Cl:8])=[C:4]([O:9][CH:10]([CH3:12])[CH3:11])[CH:3]=1)([CH3:17])([CH3:16])[CH3:15]. The catalyst class is: 12. (4) Reactant: [CH2:1]([NH:8][C:9](=[O:21])[CH:10]([CH2:14][CH:15]1[CH2:20][CH2:19][CH2:18][CH2:17][CH2:16]1)[C:11]([OH:13])=O)[C:2]1[CH:7]=[CH:6][CH:5]=[CH:4][CH:3]=1.C1C=CC2N(O)N=NC=2C=1.C(Cl)CCl.[NH2:36][CH:37]([CH2:49][CH2:50][C:51]1[CH:56]=[CH:55][CH:54]=[CH:53][CH:52]=1)[C:38]([C:40]1[O:41][C:42]2[CH:48]=[CH:47][CH:46]=[CH:45][C:43]=2[N:44]=1)=[O:39].C(N(CC)CC)C. Product: [O:41]1[C:42]2[CH:48]=[CH:47][CH:46]=[CH:45][C:43]=2[N:44]=[C:40]1[CH:38]([CH:37]([NH:36][C:11](=[O:13])[CH:10]([CH2:14][CH:15]1[CH2:20][CH2:19][CH2:18][CH2:17][CH2:16]1)[C:9]([NH:8][CH2:1][C:2]1[CH:3]=[CH:4][CH:5]=[CH:6][CH:7]=1)=[O:21])[CH2:49][CH2:50][C:51]1[CH:56]=[CH:55][CH:54]=[CH:53][CH:52]=1)[OH:39]. The catalyst class is: 4. (5) Reactant: [Br:1][C:2]1[C:10]2[O:9][C:8]([CH3:11])=[N:7][C:6]=2[C:5]([CH2:12][OH:13])=[CH:4][CH:3]=1. Product: [Br:1][C:2]1[CH:3]=[CH:4][C:5]([CH:12]=[O:13])=[C:6]2[C:10]=1[O:9][C:8]([CH3:11])=[N:7]2. The catalyst class is: 742. (6) Reactant: Cl[C:2]1[N:7]=[C:6]([N:8]([CH3:24])[CH:9]2[CH2:23][CH:12]3[CH2:13][N:14]([C:16]([O:18][C:19]([CH3:22])([CH3:21])[CH3:20])=[O:17])[CH2:15][CH:11]3[CH2:10]2)[C:5]([Cl:25])=[CH:4][N:3]=1.Cl.[CH3:27][N:28]1[CH:32]=[C:31]([NH2:33])[CH:30]=[N:29]1.CCN(C(C)C)C(C)C. Product: [Cl:25][C:5]1[C:6]([N:8]([CH3:24])[CH:9]2[CH2:23][CH:12]3[CH2:13][N:14]([C:16]([O:18][C:19]([CH3:21])([CH3:22])[CH3:20])=[O:17])[CH2:15][CH:11]3[CH2:10]2)=[N:7][C:2]([NH:33][C:31]2[CH:30]=[N:29][N:28]([CH3:27])[CH:32]=2)=[N:3][CH:4]=1. The catalyst class is: 114. (7) Reactant: [F:1][C:2]1[CH:3]=[C:4]([CH:16]=[CH:17][CH:18]=1)[CH2:5][C:6]1[S:10][C:9](=[NH:11])[N:8]([CH2:12][CH2:13][O:14][CH3:15])[CH:7]=1.[CH2:19]1[CH:26]2[C:22]3([C:28](O)=[O:29])[CH2:23][CH:24]([CH2:27][CH:20]1[CH2:21]3)[CH2:25]2.CN(C(ON1N=NC2C=CC=NC1=2)=[N+](C)C)C.F[P-](F)(F)(F)(F)F.C(N(CC)CC)C. Product: [F:1][C:2]1[CH:3]=[C:4]([CH:16]=[CH:17][CH:18]=1)[CH2:5][C:6]1[S:10][C:9](=[N:11][C:28]([C:22]23[CH2:23][CH:24]4[CH2:27][CH:20]([CH2:19][CH:26]2[CH2:25]4)[CH2:21]3)=[O:29])[N:8]([CH2:12][CH2:13][O:14][CH3:15])[CH:7]=1. The catalyst class is: 3. (8) Reactant: [C:1]([O:5][C:6]([NH:8][C@@H:9]([CH2:13][CH2:14][C:15]([O:17][CH3:18])=[O:16])[C:10](O)=[O:11])=[O:7])([CH3:4])([CH3:3])[CH3:2].CN1CCOCC1.ClC(OCC)=O.[BH4-].[Na+].OS([O-])(=O)=O.[K+]. Product: [C:1]([O:5][C:6]([NH:8][C@H:9]([CH2:10][OH:11])[CH2:13][CH2:14][C:15]([O:17][CH3:18])=[O:16])=[O:7])([CH3:3])([CH3:2])[CH3:4]. The catalyst class is: 36. (9) Reactant: [OH:1][CH2:2][C:3]1[CH:4]=[C:5]([CH:10]=[C:11]([C:13]2[CH:18]=[CH:17][C:16]([CH3:19])=[CH:15][N:14]=2)[CH:12]=1)[C:6]([O:8][CH3:9])=[O:7].[H-].[Na+].[CH3:22]I. Product: [CH3:22][O:1][CH2:2][C:3]1[CH:4]=[C:5]([CH:10]=[C:11]([C:13]2[CH:18]=[CH:17][C:16]([CH3:19])=[CH:15][N:14]=2)[CH:12]=1)[C:6]([O:8][CH3:9])=[O:7]. The catalyst class is: 9.